This data is from Reaction yield outcomes from USPTO patents with 853,638 reactions. The task is: Predict the reaction yield, written as a fraction of the theoretical maximum amount of product (1.0 means a 100% yield; for example, 0.34 means a 34% yield). (1) The reactants are [NH2:1][C:2]1[C:3]([O:12][CH3:13])=[CH:4][C:5]([Cl:11])=[C:6]([CH:10]=1)[C:7]([O-:9])=[O:8].[K+].[N:15]([O-])=O.[Na+].O.O.[Sn](Cl)Cl. The catalyst is Cl.O. The product is [ClH:11].[Cl:11][C:5]1[CH:4]=[C:3]([O:12][CH3:13])[C:2]([NH:1][NH2:15])=[CH:10][C:6]=1[C:7]([OH:9])=[O:8]. The yield is 0.643. (2) The reactants are C[O:2][C:3]([C:5]1[C:19]([NH:20][C:21]2[CH:26]=[CH:25][C:24]([Br:27])=[CH:23][C:22]=2[Cl:28])=[C:18]([F:29])[C:8]2[N:9]=[CH:10][N:11]([CH2:12][CH2:13][S:14]([CH3:17])(=[O:16])=[O:15])[C:7]=2[CH:6]=1)=O.[BH4-].[Na+]. The catalyst is CCO.C1COCC1. The yield is 0.790. The product is [Br:27][C:24]1[CH:25]=[CH:26][C:21]([NH:20][C:19]2[C:5]([CH2:3][OH:2])=[CH:6][C:7]3[N:11]([CH2:12][CH2:13][S:14]([CH3:17])(=[O:16])=[O:15])[CH:10]=[N:9][C:8]=3[C:18]=2[F:29])=[C:22]([Cl:28])[CH:23]=1.